Dataset: Forward reaction prediction with 1.9M reactions from USPTO patents (1976-2016). Task: Predict the product of the given reaction. (1) Given the reactants [C:9](O[C:9]([O:11][C:12]([CH3:15])([CH3:14])[CH3:13])=[O:10])([O:11][C:12]([CH3:15])([CH3:14])[CH3:13])=[O:10].[OH:16][C:17]1[C:18]([C:24]([NH2:26])=[NH:25])=[N:19][CH:20]=[C:21]([OH:23])[CH:22]=1.O1CCCC1.C(=O)([O-])[O-].[Na+].[Na+], predict the reaction product. The product is: [C:12]([O:11][C:9](=[O:10])[NH:26][C:24]([C:18]1[C:17]([OH:16])=[CH:22][C:21]([OH:23])=[CH:20][N:19]=1)=[NH:25])([CH3:13])([CH3:14])[CH3:15]. (2) Given the reactants [CH3:1][C:2]1[C:6]([C:7]2[N:8]([C:19]3[CH:24]=[CH:23][C:22]([OH:25])=[CH:21][CH:20]=3)[C:9]3[C:14]([C:15]=2[C:16](=O)[CH3:17])=[CH:13][CH:12]=[CH:11][CH:10]=3)=[C:5]([CH3:26])[O:4][N:3]=1.Cl.[NH2:28][OH:29].N1C=CC=CC=1, predict the reaction product. The product is: [CH3:1][C:2]1[C:6]([C:7]2[N:8]([C:19]3[CH:20]=[CH:21][C:22]([OH:25])=[CH:23][CH:24]=3)[C:9]3[C:14]([C:15]=2[C:16](=[N:28][OH:29])[CH3:17])=[CH:13][CH:12]=[CH:11][CH:10]=3)=[C:5]([CH3:26])[O:4][N:3]=1. (3) Given the reactants [Cl:1][C:2]1[CH:11]=[C:10]2[C:5]([C:6]([N:12]3[CH2:17][CH2:16][NH:15][CH2:14][CH2:13]3)=[CH:7][CH:8]=[N:9]2)=[CH:4][CH:3]=1.[F:18][C:19]1[CH:24]=[CH:23][C:22]([S:25](Cl)(=[O:27])=[O:26])=[CH:21][CH:20]=1.C(N(CC)CC)C, predict the reaction product. The product is: [Cl:1][C:2]1[CH:11]=[C:10]2[C:5]([C:6]([N:12]3[CH2:17][CH2:16][N:15]([S:25]([C:22]4[CH:23]=[CH:24][C:19]([F:18])=[CH:20][CH:21]=4)(=[O:27])=[O:26])[CH2:14][CH2:13]3)=[CH:7][CH:8]=[N:9]2)=[CH:4][CH:3]=1. (4) Given the reactants [Cl:1][C:2]1[CH:3]=[C:4]([N:9]=[C:10]([C:13]2[N:14]=[N:15][S:16][C:17]=2[CH2:18][O:19][Si:20]([CH:27]([CH3:29])[CH3:28])([CH:24]([CH3:26])[CH3:25])[CH:21]([CH3:23])[CH3:22])SC)[CH:5]=[CH:6][C:7]=1[F:8].[NH2:30][OH:31], predict the reaction product. The product is: [Cl:1][C:2]1[CH:3]=[C:4]([NH:9][C:10]([C:13]2[N:14]=[N:15][S:16][C:17]=2[CH2:18][O:19][Si:20]([CH:27]([CH3:29])[CH3:28])([CH:24]([CH3:26])[CH3:25])[CH:21]([CH3:23])[CH3:22])=[N:30][OH:31])[CH:5]=[CH:6][C:7]=1[F:8].